This data is from Reaction yield outcomes from USPTO patents with 853,638 reactions. The task is: Predict the reaction yield, written as a fraction of the theoretical maximum amount of product (1.0 means a 100% yield; for example, 0.34 means a 34% yield). (1) The reactants are [CH2:1]([C:3]1[S:39][C:6]2[N:7]([CH2:24][C:25]3[CH:30]=[CH:29][C:28]([C:31]4[C:32]([C:37]#[N:38])=[CH:33][CH:34]=[CH:35][CH:36]=4)=[CH:27][CH:26]=3)[C:8](=[O:23])[N:9]([CH2:12][C:13]([C:15]3[CH:20]=[CH:19][C:18]([O:21]C)=[CH:17][CH:16]=3)=[O:14])[C:10](=[O:11])[C:5]=2[CH:4]=1)[CH3:2].C(OCC)(=O)C.O. The catalyst is C(Cl)Cl. The product is [CH2:1]([C:3]1[S:39][C:6]2[N:7]([CH2:24][C:25]3[CH:30]=[CH:29][C:28]([C:31]4[C:32]([C:37]#[N:38])=[CH:33][CH:34]=[CH:35][CH:36]=4)=[CH:27][CH:26]=3)[C:8](=[O:23])[N:9]([CH2:12][C:13]([C:15]3[CH:16]=[CH:17][C:18]([OH:21])=[CH:19][CH:20]=3)=[O:14])[C:10](=[O:11])[C:5]=2[CH:4]=1)[CH3:2]. The yield is 0.500. (2) The reactants are [CH:1]1([C:4]#[C:5][Si:6]([CH3:9])([CH3:8])[CH3:7])[CH2:3][CH2:2]1.[Li][CH2:11]CCC.S(OC)(OC)(=O)=O. The catalyst is CCOCC. The product is [CH3:7][Si:6]([CH3:9])([CH3:8])[C:5]#[C:4][C:1]1([CH3:11])[CH2:3][CH2:2]1. The yield is 0.520. (3) The reactants are [C:1]1([C:7]2[CH:15]=[C:14]3[C:10]([CH2:11][C:12](=[O:16])[NH:13]3)=[CH:9][CH:8]=2)[CH:6]=[CH:5][CH:4]=[CH:3][CH:2]=1.[N:17]1([CH2:22][CH2:23][NH:24][C:25]([C:27]2[C:31]([CH3:32])=[C:30]([CH:33]=O)[NH:29][C:28]=2[CH3:35])=[O:26])[CH2:21][CH2:20][CH2:19][CH2:18]1. No catalyst specified. The product is [N:17]1([CH2:22][CH2:23][NH:24][C:25]([C:27]2[C:31]([CH3:32])=[C:30]([CH:33]=[C:11]3[C:10]4[C:14](=[CH:15][C:7]([C:1]5[CH:2]=[CH:3][CH:4]=[CH:5][CH:6]=5)=[CH:8][CH:9]=4)[NH:13][C:12]3=[O:16])[NH:29][C:28]=2[CH3:35])=[O:26])[CH2:21][CH2:20][CH2:19][CH2:18]1. The yield is 0.0850. (4) The reactants are [OH-].[Na+].[CH2:3]([S:6][C:7]1[N:12]=[C:11]([S:13][CH2:14][CH2:15][CH3:16])[C:10]([C:17]([O:19]CC)=[O:18])=[CH:9][N:8]=1)[CH2:4][CH3:5]. The catalyst is CO. The product is [CH2:3]([S:6][C:7]1[N:12]=[C:11]([S:13][CH2:14][CH2:15][CH3:16])[C:10]([C:17]([OH:19])=[O:18])=[CH:9][N:8]=1)[CH2:4][CH3:5]. The yield is 0.840.